From a dataset of Reaction yield outcomes from USPTO patents with 853,638 reactions. Predict the reaction yield, written as a fraction of the theoretical maximum amount of product (1.0 means a 100% yield; for example, 0.34 means a 34% yield). (1) The reactants are [Cl:1][C:2]1[CH:10]=[CH:9][C:8]([S:11][CH3:12])=[CH:7][C:3]=1[C:4]([OH:6])=[O:5].S(=O)(=O)(O)O.[CH3:18]O. No catalyst specified. The product is [Cl:1][C:2]1[CH:10]=[CH:9][C:8]([S:11][CH3:12])=[CH:7][C:3]=1[C:4]([O:6][CH3:18])=[O:5]. The yield is 0.560. (2) The reactants are [OH:1][CH2:2][CH2:3][O:4][N:5]=[C:6]1[C:10](=O)[C:9]2[CH:12]=[CH:13][CH:14]=[CH:15][C:8]=2[O:7]1.Cl.[NH2:17][OH:18].O. The catalyst is CN1CCCC1=O. The product is [OH:1][CH2:2][CH2:3][O:4][N:5]=[C:6]1[C:10](=[N:17][OH:18])[C:9]2[CH:12]=[CH:13][CH:14]=[CH:15][C:8]=2[O:7]1. The yield is 0.296. (3) The reactants are C(=O)([O-])[O-].[Cs+].[Cs+].[NH:7]1[CH2:11][CH2:10][CH2:9][CH2:8]1.[CH3:12][O:13][C:14](=[O:22])[C:15]1[CH:20]=[CH:19][C:18](Br)=[CH:17][CH:16]=1. The catalyst is C1C=CC(/C=C/C(/C=C/C2C=CC=CC=2)=O)=CC=1.C1C=CC(/C=C/C(/C=C/C2C=CC=CC=2)=O)=CC=1.C1C=CC(/C=C/C(/C=C/C2C=CC=CC=2)=O)=CC=1.[Pd].[Pd].C1C=CC(P(C2C=CC3C(=CC=CC=3)C=2C2C3C(=CC=CC=3)C=CC=2P(C2C=CC=CC=2)C2C=CC=CC=2)C2C=CC=CC=2)=CC=1.C1(C)C=CC=CC=1. The product is [CH3:12][O:13][C:14](=[O:22])[C:15]1[CH:20]=[CH:19][C:18]([N:7]2[CH2:11][CH2:10][CH2:9][CH2:8]2)=[CH:17][CH:16]=1. The yield is 0.840.